Dataset: Full USPTO retrosynthesis dataset with 1.9M reactions from patents (1976-2016). Task: Predict the reactants needed to synthesize the given product. (1) Given the product [Cl:1][C:2]1[C:3]([O:9][C:10]2[CH:15]=[CH:14][C:13]([O:16][C:26](=[O:27])[N:25]([C:22]3[CH:23]=[CH:24][C:19]([Cl:18])=[CH:20][CH:21]=3)[CH3:34])=[CH:12][CH:11]=2)=[N:4][CH:5]=[C:6]([Cl:8])[CH:7]=1, predict the reactants needed to synthesize it. The reactants are: [Cl:1][C:2]1[C:3]([O:9][C:10]2[CH:15]=[CH:14][C:13]([OH:16])=[CH:12][CH:11]=2)=[N:4][CH:5]=[C:6]([Cl:8])[CH:7]=1.[I-].[Cl:18][C:19]1[CH:24]=[CH:23][C:22]([N:25]([CH3:34])[C:26](N2C=C[N+](C)=C2)=[O:27])=[CH:21][CH:20]=1. (2) Given the product [Cl:1][C:2]1[C:10]([F:11])=[CH:9][CH:8]=[CH:7][C:3]=1[C:4]([N:14]([O:15][CH3:16])[CH3:13])=[O:5], predict the reactants needed to synthesize it. The reactants are: [Cl:1][C:2]1[C:10]([F:11])=[CH:9][CH:8]=[CH:7][C:3]=1[C:4](O)=[O:5].Cl.[CH3:13][NH:14][O:15][CH3:16].C(N(CC)CC)C. (3) The reactants are: C(OC([NH:8][C:9]1[CH:10]=[C:11]([C:15]2[C:16]3[N:17]([C:31]([CH2:34][CH3:35])=[CH:32][CH:33]=3)[N:18]=[C:19]([CH3:30])[C:20]=2[CH2:21][CH2:22][CH2:23][CH2:24][C:25]([O:27][CH2:28][CH3:29])=[O:26])[CH:12]=[N:13][CH:14]=1)=O)(C)(C)C. Given the product [NH2:8][C:9]1[CH:10]=[C:11]([C:15]2[C:16]3[N:17]([C:31]([CH2:34][CH3:35])=[CH:32][CH:33]=3)[N:18]=[C:19]([CH3:30])[C:20]=2[CH2:21][CH2:22][CH2:23][CH2:24][C:25]([O:27][CH2:28][CH3:29])=[O:26])[CH:12]=[N:13][CH:14]=1, predict the reactants needed to synthesize it. (4) Given the product [Cl:28][C:29]1[CH:34]=[CH:33][C:32]([N:26]([CH3:27])[C:24]2[CH:23]=[CH:22][N:21]=[C:20]([NH:19][C:9]3[CH:10]=[C:11]([N:13]4[CH2:18][CH2:17][O:16][CH2:15][CH2:14]4)[CH:12]=[C:7]([N:1]4[CH2:6][CH2:5][O:4][CH2:3][CH2:2]4)[CH:8]=3)[N:25]=2)=[CH:31][CH:30]=1, predict the reactants needed to synthesize it. The reactants are: [N:1]1([C:7]2[CH:8]=[C:9]([NH:19][C:20]3[N:25]=[C:24]([NH:26][CH3:27])[CH:23]=[CH:22][N:21]=3)[CH:10]=[C:11]([N:13]3[CH2:18][CH2:17][O:16][CH2:15][CH2:14]3)[CH:12]=2)[CH2:6][CH2:5][O:4][CH2:3][CH2:2]1.[Cl:28][C:29]1[CH:34]=[CH:33][C:32](Br)=[CH:31][CH:30]=1.C(=O)([O-])[O-].[K+].[K+].CC1(C)C2C(=C(P(C3C=CC=CC=3)C3C=CC=CC=3)C=CC=2)OC2C(P(C3C=CC=CC=3)C3C=CC=CC=3)=CC=CC1=2. (5) Given the product [Cl:44][C:41]1[CH:42]=[CH:43][C:38]([C:37]2[C:28]([CH:2]=[CH2:3])=[C:29]([CH3:45])[CH:30]=[C:31]3[C:36]=2[N:35]=[CH:34][CH:33]=[CH:32]3)=[CH:39][CH:40]=1, predict the reactants needed to synthesize it. The reactants are: Cl[C:2]1C=C2C(C=CC(C)=N2)=C(C2C=CC(Cl)=CC=2)[C:3]=1C=C.FC(F)(F)S(O[C:28]1[C:37]([C:38]2[CH:43]=[CH:42][C:41]([Cl:44])=[CH:40][CH:39]=2)=[C:36]2[C:31]([CH:32]=[CH:33][CH:34]=[N:35]2)=[CH:30][C:29]=1[CH3:45])(=O)=O. (6) Given the product [NH:14]1[CH2:13][CH2:12][CH:11]([NH:10][C:5]2[CH:6]=[CH:7][CH:8]=[CH:9][C:4]=2[C:2]([NH2:1])=[O:3])[CH2:16][CH2:15]1, predict the reactants needed to synthesize it. The reactants are: [NH2:1][C:2]([C:4]1[CH:9]=[CH:8][CH:7]=[CH:6][C:5]=1[NH:10][CH:11]1[CH2:16][CH2:15][N:14](C(OC(C)(C)C)=O)[CH2:13][CH2:12]1)=[O:3].N1CCC(NC2C=C(C=CC=2)C#N)CC1. (7) Given the product [CH3:11][C:8]1[CH:9]=[CH:10][C:5]2[N:6]([CH:12]=[C:3]([CH2:2][NH2:14])[N:4]=2)[N:7]=1, predict the reactants needed to synthesize it. The reactants are: Cl[CH2:2][C:3]1[N:4]=[C:5]2[CH:10]=[CH:9][C:8]([CH3:11])=[N:7][N:6]2[CH:12]=1.[OH-].[NH4+:14].